From a dataset of Peptide-MHC class I binding affinity with 185,985 pairs from IEDB/IMGT. Regression. Given a peptide amino acid sequence and an MHC pseudo amino acid sequence, predict their binding affinity value. This is MHC class I binding data. (1) The peptide sequence is KVGAGAFGL. The MHC is HLA-A68:01 with pseudo-sequence HLA-A68:01. The binding affinity (normalized) is 0. (2) The peptide sequence is ALSLIIVSV. The MHC is HLA-A02:02 with pseudo-sequence HLA-A02:02. The binding affinity (normalized) is 0.988. (3) The peptide sequence is PTLKNVQDCL. The MHC is H-2-Db with pseudo-sequence H-2-Db. The binding affinity (normalized) is 0.0641. (4) The peptide sequence is RTSKASLER. The MHC is HLA-A32:01 with pseudo-sequence HLA-A32:01. The binding affinity (normalized) is 0. (5) The peptide sequence is FSFEIALLK. The MHC is HLA-A01:01 with pseudo-sequence HLA-A01:01. The binding affinity (normalized) is 0.513. (6) The peptide sequence is TMMRHRREL. The MHC is HLA-B58:01 with pseudo-sequence HLA-B58:01. The binding affinity (normalized) is 0.0847.